From a dataset of Full USPTO retrosynthesis dataset with 1.9M reactions from patents (1976-2016). Predict the reactants needed to synthesize the given product. (1) The reactants are: [Cl:1][C:2]1[CH:7]=[CH:6][CH:5]=[CH:4][C:3]=1[NH:8][C:9](=[O:17])[CH:10]([CH3:16])[C:11]([O:13]CC)=[O:12]. Given the product [Cl:1][C:2]1[CH:7]=[CH:6][CH:5]=[CH:4][C:3]=1[NH:8][C:9](=[O:17])[CH:10]([CH3:16])[C:11]([OH:13])=[O:12], predict the reactants needed to synthesize it. (2) Given the product [NH2:1][C@H:2]1[CH2:7][CH2:6][CH2:5][CH2:4][C@H:3]1[NH:8][C:9]1[N:31]=[C:30]([NH:32][C:33]2[CH:38]=[CH:37][C:36]([N:39]3[CH:43]=[CH:42][N:41]=[CH:40]3)=[C:35]([F:44])[CH:34]=2)[C:29]([C:45]([NH2:47])=[O:46])=[CH:28][N:27]=1, predict the reactants needed to synthesize it. The reactants are: [NH2:1][C@@H:2]1[CH2:7][CH2:6][CH2:5][CH2:4][C@@H:3]1[NH:8][C:9](=O)OC(C)(C)C.N1(OC2[N:31]=[C:30]([NH:32][C:33]3[CH:38]=[CH:37][C:36]([N:39]4[CH:43]=[CH:42][N:41]=[CH:40]4)=[C:35]([F:44])[CH:34]=3)[C:29]([C:45]([NH2:47])=[O:46])=[CH:28][N:27]=2)C2C=CC=CC=2N=N1.CCN(C(C)C)C(C)C.O. (3) Given the product [CH3:1][O:2][C:3](=[O:29])[C@@H:4]([NH:14][C:15]([C:17]1[C:22]([CH3:23])=[N:21][C:20]([NH:24][CH2:25][C:26]#[CH:27])=[N:19][C:18]=1[CH3:28])=[O:16])[CH2:5][NH:6][C:7]([C:50]1[S:49][CH:53]=[CH:30][CH:32]=1)=[O:9], predict the reactants needed to synthesize it. The reactants are: [CH3:1][O:2][C:3](=[O:29])[C@@H:4]([NH:14][C:15]([C:17]1[C:18]([CH3:28])=[N:19][C:20]([NH:24][CH2:25][C:26]#[CH:27])=[N:21][C:22]=1[CH3:23])=[O:16])[CH2:5][NH:6][C:7]([O:9]C(C)(C)C)=O.[C:30](O)([C:32](F)(F)F)=O.C(Cl)Cl.CCN(C(C)C)C(C)C.[S:49]1[CH:53]=CC=[C:50]1C(O)=O.CN(C(ON1N=NC2C=CC=CC1=2)=[N+](C)C)C.F[P-](F)(F)(F)(F)F.C1C=CC2N(O)N=NC=2C=1. (4) Given the product [CH2:1]([O:3][C:4](=[O:12])[CH2:5][CH:6]1[CH2:11][O:10][CH2:9][CH2:8][N:7]1[C:26]([C:21]1[N:22]=[C:23]([CH3:25])[S:24][C:20]=1[C:17]1[CH:18]=[CH:19][C:14]([F:13])=[CH:15][CH:16]=1)=[O:27])[CH3:2], predict the reactants needed to synthesize it. The reactants are: [CH2:1]([O:3][C:4](=[O:12])[CH2:5][CH:6]1[CH2:11][O:10][CH2:9][CH2:8][NH:7]1)[CH3:2].[F:13][C:14]1[CH:19]=[CH:18][C:17]([C:20]2[S:24][C:23]([CH3:25])=[N:22][C:21]=2[C:26](O)=[O:27])=[CH:16][CH:15]=1.